Dataset: Full USPTO retrosynthesis dataset with 1.9M reactions from patents (1976-2016). Task: Predict the reactants needed to synthesize the given product. (1) Given the product [CH2:23]([C:10]1[CH:9]=[C:8]([N+:11]([O-:13])=[O:12])[CH:7]=[C:6]([F:14])[C:5]=1[OH:4])[CH:18]=[CH2:19], predict the reactants needed to synthesize it. The reactants are: C([O:4][C:5]1[CH:10]=[CH:9][C:8]([N+:11]([O-:13])=[O:12])=[CH:7][C:6]=1[F:14])C=C.C(N(CC)[C:18]1[CH:23]=CC=C[CH:19]=1)C. (2) Given the product [F:26][CH:2]([F:1])[O:3][C:4]1[CH:9]=[CH:8][C:7]([N:10]2[C:14]3[CH:15]=[C:16]([C:19]4[O:20][C:21]([S:41]([CH3:31])(=[O:45])=[O:43])=[N:22][N:23]=4)[CH:17]=[CH:18][C:13]=3[N:12]=[CH:11]2)=[CH:6][CH:5]=1, predict the reactants needed to synthesize it. The reactants are: [F:1][CH:2]([F:26])[O:3][C:4]1[CH:9]=[CH:8][C:7]([N:10]2[C:14]3[CH:15]=[C:16]([C:19]4[O:20][C:21](SC)=[N:22][N:23]=4)[CH:17]=[CH:18][C:13]=3[N:12]=[CH:11]2)=[CH:6][CH:5]=1.ClCCl.Cl[C:31]1C=CC=C(C(OO)=O)C=1.[S:41]([O-:45])([O-])(=[O:43])=S.[Na+].[Na+]. (3) Given the product [CH3:1][C:2]1[C:6]([CH:7]([OH:24])[C:8]2[O:9][C:10]3[C:16]([F:17])=[CH:15][C:14]([CH2:18][C:19]([OH:21])=[O:20])=[CH:13][C:11]=3[CH:12]=2)=[C:5]([CH3:25])[O:4][N:3]=1, predict the reactants needed to synthesize it. The reactants are: [CH3:1][C:2]1[C:6]([CH:7]([OH:24])[C:8]2[O:9][C:10]3[C:16]([F:17])=[CH:15][C:14]([CH2:18][C:19]([O:21]CC)=[O:20])=[CH:13][C:11]=3[CH:12]=2)=[C:5]([CH3:25])[O:4][N:3]=1.C(OCC#N)(C)C. (4) Given the product [C:2](=[O:3])([O:23][CH2:22][CH2:21][O:20][CH2:19][CH2:18][O:17][CH2:16][CH2:15][O:14][CH3:13])[O:4][CH:5]([Cl:12])[C:6]1[CH:11]=[CH:10][CH:9]=[CH:8][CH:7]=1, predict the reactants needed to synthesize it. The reactants are: Cl[C:2]([O:4][CH:5]([Cl:12])[C:6]1[CH:11]=[CH:10][CH:9]=[CH:8][CH:7]=1)=[O:3].[CH3:13][O:14][CH2:15][CH2:16][O:17][CH2:18][CH2:19][O:20][CH2:21][CH2:22][OH:23].N1C=CC=CC=1. (5) The reactants are: C[Al](C)C.[N:5]1[CH:10]=[CH:9][CH:8]=[CH:7][C:6]=1[NH2:11].[OH:12][C@@H:13]([CH2:18][O:19][C@H:20]([CH3:33])[CH2:21][O:22][Si:23]([CH:30]([CH3:32])[CH3:31])([CH:27]([CH3:29])[CH3:28])[CH:24]([CH3:26])[CH3:25])[C:14](OC)=[O:15]. Given the product [OH:12][C@@H:13]([CH2:18][O:19][C@H:20]([CH3:33])[CH2:21][O:22][Si:23]([CH:27]([CH3:29])[CH3:28])([CH:30]([CH3:32])[CH3:31])[CH:24]([CH3:25])[CH3:26])[C:14]([NH:11][C:6]1[CH:7]=[CH:8][CH:9]=[CH:10][N:5]=1)=[O:15], predict the reactants needed to synthesize it. (6) The reactants are: ClC1C=CC=CC=1SCCCC[CH2:13][CH2:14][CH2:15][C:16]([OH:18])=[O:17].[Cl:19][C:20]1[CH:25]=[CH:24][CH:23]=[CH:22][C:21]=1[SH:26].BrCCCC(OCC)=O.[OH-].[K+]. Given the product [Cl:19][C:20]1[CH:25]=[CH:24][CH:23]=[CH:22][C:21]=1[S:26][CH2:13][CH2:14][CH2:15][C:16]([OH:18])=[O:17], predict the reactants needed to synthesize it. (7) Given the product [ClH:11].[Cl:11][CH2:2][C:3]1[CH:8]=[CH:7][N:6]=[CH:5][CH:4]=1, predict the reactants needed to synthesize it. The reactants are: O[CH2:2][C:3]1[CH:8]=[CH:7][N:6]=[CH:5][CH:4]=1.S(Cl)([Cl:11])=O. (8) Given the product [C:59]([C:48]1[C:47]([NH:46][C:8]([C:5]2([CH3:11])[CH2:4][O:3][C:2]([CH3:1])([CH3:12])[O:7][CH2:6]2)=[O:10])=[CH:52][CH:51]=[CH:50][C:49]=1[C:53]1[CH:58]=[CH:57][CH:56]=[CH:55][CH:54]=1)(=[O:60])[NH2:61], predict the reactants needed to synthesize it. The reactants are: [CH3:1][C:2]1([CH3:12])[O:7][CH2:6][C:5]([CH3:11])([C:8]([OH:10])=O)[CH2:4][O:3]1.CN(C(ON1N=NC2C=CC=NC1=2)=[N+](C)C)C.F[P-](F)(F)(F)(F)F.CCN(C(C)C)C(C)C.[NH2:46][C:47]1[CH:52]=[CH:51][CH:50]=[C:49]([C:53]2[CH:58]=[CH:57][CH:56]=[CH:55][CH:54]=2)[C:48]=1[C:59]([NH2:61])=[O:60].